Task: Predict the reaction yield, written as a fraction of the theoretical maximum amount of product (1.0 means a 100% yield; for example, 0.34 means a 34% yield).. Dataset: Reaction yield outcomes from USPTO patents with 853,638 reactions The reactants are [OH:1][C:2]1[CH:11]=[CH:10][CH:9]=[CH:8][C:3]=1[C:4]([NH:6][CH3:7])=[O:5].C(=O)([O-])[O-].[Cs+].[Cs+].[CH2:18]([CH:20]1[O:22][CH2:21]1)Br. The catalyst is C(#N)C. The product is [CH3:7][NH:6][C:4](=[O:5])[C:3]1[CH:8]=[CH:9][CH:10]=[CH:11][C:2]=1[O:1][CH2:18][CH:20]1[CH2:21][O:22]1. The yield is 0.640.